From a dataset of Reaction yield outcomes from USPTO patents with 853,638 reactions. Predict the reaction yield, written as a fraction of the theoretical maximum amount of product (1.0 means a 100% yield; for example, 0.34 means a 34% yield). (1) The yield is 0.520. The reactants are [N+:1]([C:4]1[CH:5]=[C:6]2[C:11](=[O:12])[NH:10][C:8](=[O:9])[C:7]2=[CH:13][CH:14]=1)([O-:3])=[O:2].[C:15]1(P(C2C=CC=CC=2)C2C=CC=CC=2)[CH:20]=CC=C[CH:16]=1.C(O)(C)C.CC(OC(/N=N/C(OC(C)C)=O)=O)C. The catalyst is C1COCC1.C(OCC)(=O)C.O. The product is [CH:15]([N:10]1[C:11](=[O:12])[C:6]2[C:7](=[CH:13][CH:14]=[C:4]([N+:1]([O-:3])=[O:2])[CH:5]=2)[C:8]1=[O:9])([CH3:20])[CH3:16]. (2) The catalyst is CO.C(Cl)Cl. The product is [NH2:1][C:2]1[N:3]=[C:4]([NH:17][CH:18]2[CH2:23][CH2:22][N:21]([S:24]([C:27]3[CH:32]=[CH:31][C:30]([N:39]4[CH2:38][CH2:37][NH:36][C:35]([CH3:41])([CH3:34])[CH2:40]4)=[CH:29][CH:28]=3)(=[O:26])=[O:25])[CH2:20][CH2:19]2)[S:5][C:6]=1[C:7]([C:9]1[C:14]([F:15])=[CH:13][CH:12]=[CH:11][C:10]=1[F:16])=[O:8]. The yield is 0.190. The reactants are [NH2:1][C:2]1[N:3]=[C:4]([NH:17][CH:18]2[CH2:23][CH2:22][N:21]([S:24]([C:27]3[CH:32]=[CH:31][C:30](F)=[CH:29][CH:28]=3)(=[O:26])=[O:25])[CH2:20][CH2:19]2)[S:5][C:6]=1[C:7]([C:9]1[C:14]([F:15])=[CH:13][CH:12]=[CH:11][C:10]=1[F:16])=[O:8].[CH3:34][C:35]1([CH3:41])[CH2:40][NH:39][CH2:38][CH2:37][NH:36]1. (3) The reactants are [CH:1]([C:3]1[CH:4]=[C:5]2[C:10](=[CH:11][CH:12]=1)[C:9]([C:13]([O:15][CH3:16])=[O:14])=[CH:8][CH:7]=[CH:6]2)=[O:2].[CH2:17]([Mg]Br)[CH2:18][CH2:19][CH2:20][CH3:21]. The catalyst is C1COCC1.CCOCC. The product is [OH:2][CH:1]([C:3]1[CH:4]=[C:5]2[C:10](=[CH:11][CH:12]=1)[C:9]([C:13]([O:15][CH3:16])=[O:14])=[CH:8][CH:7]=[CH:6]2)[CH2:17][CH2:18][CH2:19][CH2:20][CH3:21]. The yield is 0.710. (4) The reactants are [Cl:1][C:2]1[CH:8]=[C:7]([O:9][C:10]2[C:11]3[N:18]([CH3:19])[CH:17]=[CH:16][C:12]=3[N:13]=[CH:14][N:15]=2)[CH:6]=[CH:5][C:3]=1[NH2:4].C(N(CC)CC)C.[O:27]([C:34]1[CH:35]=[C:36]([N:40]=[C:41]=[O:42])[CH:37]=[CH:38][CH:39]=1)[C:28]1[CH:33]=[CH:32][CH:31]=[CH:30][CH:29]=1. The catalyst is O1CCCC1. The product is [Cl:1][C:2]1[CH:8]=[C:7]([O:9][C:10]2[C:11]3[N:18]([CH3:19])[CH:17]=[CH:16][C:12]=3[N:13]=[CH:14][N:15]=2)[CH:6]=[CH:5][C:3]=1[NH:4][C:41]([NH:40][C:36]1[CH:37]=[CH:38][CH:39]=[C:34]([O:27][C:28]2[CH:33]=[CH:32][CH:31]=[CH:30][CH:29]=2)[CH:35]=1)=[O:42]. The yield is 0.870. (5) The reactants are Br[C:2]1[CH:3]=[N:4][N:5]([CH2:10][C:11]([NH:13][CH2:14][C:15]2[CH:20]=[CH:19][N:18]=[CH:17][CH:16]=2)=[O:12])[C:6](=[O:9])[C:7]=1[Br:8].C([N:23]([CH2:26][CH3:27])CC)C.CC(N)(C[CH2:32][C:33]([CH3:36])([CH3:35])[CH3:34])C.O1CCOC[CH2:39]1.O. No catalyst specified. The product is [Br:8][C:7]1[C:6](=[O:9])[N:5]([CH2:10][C:11]([NH:13][CH2:14][C:15]2[CH:20]=[CH:19][N:18]=[CH:17][CH:16]=2)=[O:12])[N:4]=[CH:3][C:2]=1[NH:23][C:26]([CH3:27])([CH3:39])[CH2:32][C:33]([CH3:36])([CH3:35])[CH3:34]. The yield is 0.250. (6) The reactants are [C:1]([O:5][C:6](=[O:35])[CH2:7][O:8][C:9]1[C:18]2[CH2:17][CH2:16][CH2:15][C@@H:14]([N:19]([S:21]([C:24]3[CH:29]=[C:28]([C:30]([F:33])([F:32])[F:31])[CH:27]=[C:26](F)[CH:25]=3)(=[O:23])=[O:22])[CH3:20])[C:13]=2[CH:12]=[CH:11][CH:10]=1)([CH3:4])([CH3:3])[CH3:2].[Cl:36][C:37]1[CH:42]=[CH:41][C:40]([SH:43])=[CH:39][CH:38]=1.C(=O)([O-])[O-].[K+].[K+].Cl. The catalyst is CN(C)C=O. The product is [C:1]([O:5][C:6](=[O:35])[CH2:7][O:8][C:9]1[C:18]2[CH2:17][CH2:16][CH2:15][C@@H:14]([N:19]([S:21]([C:24]3[CH:29]=[C:28]([C:30]([F:32])([F:31])[F:33])[CH:27]=[C:26]([S:43][C:40]4[CH:41]=[CH:42][C:37]([Cl:36])=[CH:38][CH:39]=4)[CH:25]=3)(=[O:23])=[O:22])[CH3:20])[C:13]=2[CH:12]=[CH:11][CH:10]=1)([CH3:2])([CH3:4])[CH3:3]. The yield is 0.702.